This data is from Full USPTO retrosynthesis dataset with 1.9M reactions from patents (1976-2016). The task is: Predict the reactants needed to synthesize the given product. (1) Given the product [CH3:8][N:9]1[CH2:14][CH2:13][N:12]([CH2:27][CH2:26][C:25]([NH:24][C:21]2[CH:22]=[CH:23][C:18]([N+:15]([O-:17])=[O:16])=[CH:19][CH:20]=2)=[O:28])[CH2:11][CH2:10]1, predict the reactants needed to synthesize it. The reactants are: C(N(CC)CC)C.[CH3:8][N:9]1[CH2:14][CH2:13][NH:12][CH2:11][CH2:10]1.[N+:15]([C:18]1[CH:23]=[CH:22][C:21]([NH:24][C:25](=[O:28])[CH:26]=[CH2:27])=[CH:20][CH:19]=1)([O-:17])=[O:16]. (2) Given the product [O:1]1[C:5]2[CH:6]=[CH:7][C:8]([C:10](=[O:17])[CH2:11][CH2:12][CH2:13][C:14]([OH:16])=[O:15])=[CH:9][C:4]=2[CH2:3][CH2:2]1, predict the reactants needed to synthesize it. The reactants are: [O:1]1[C:5]2[CH:6]=[CH:7][CH:8]=[CH:9][C:4]=2[CH2:3][CH2:2]1.[C:10]1(=[O:17])[O:16][C:14](=[O:15])[CH2:13][CH2:12][CH2:11]1.[Cl-].[Al+3].[Cl-].[Cl-].Cl.